From a dataset of Reaction yield outcomes from USPTO patents with 853,638 reactions. Predict the reaction yield, written as a fraction of the theoretical maximum amount of product (1.0 means a 100% yield; for example, 0.34 means a 34% yield). (1) The reactants are [Cl:1][C:2]1[C:7](OS(C(F)(F)F)(=O)=O)=[N:6][C:5]2[N:16]([CH:19]([CH3:21])[CH3:20])[N:17]=[CH:18][C:4]=2[C:3]=1[C:22]([O:24][CH2:25][CH3:26])=[O:23].[CH3:27][C:28]1([CH3:45])[CH2:33][C:32](B2OC(C)(C)C(C)(C)O2)=[CH:31][C:30]([CH3:44])([CH3:43])[NH:29]1.C([O-])([O-])=O.[Na+].[Na+].CO.C(Cl)Cl. The catalyst is O1CCOCC1.C1C=CC([P]([Pd]([P](C2C=CC=CC=2)(C2C=CC=CC=2)C2C=CC=CC=2)([P](C2C=CC=CC=2)(C2C=CC=CC=2)C2C=CC=CC=2)[P](C2C=CC=CC=2)(C2C=CC=CC=2)C2C=CC=CC=2)(C2C=CC=CC=2)C2C=CC=CC=2)=CC=1. The product is [Cl:1][C:2]1[C:7]([C:32]2[CH2:31][C:30]([CH3:44])([CH3:43])[NH:29][C:28]([CH3:45])([CH3:27])[CH:33]=2)=[N:6][C:5]2[N:16]([CH:19]([CH3:21])[CH3:20])[N:17]=[CH:18][C:4]=2[C:3]=1[C:22]([O:24][CH2:25][CH3:26])=[O:23]. The yield is 0.456. (2) The reactants are Cl[C:2]1[C:3]2[C:7]([CH:8]=[CH:9][CH:10]=1)=[N:6][N:5]1[C:11]([CH:16]3[CH2:21][CH2:20][N:19]([C:22]([O:24][C:25]([CH3:28])([CH3:27])[CH3:26])=[O:23])[CH2:18][CH2:17]3)=[CH:12][C:13](=[O:15])[NH:14][C:4]=21.C1(P(C2CCCCC2)[C:36]2C=CC=[CH:38][C:37]=2[C:42]2C(N(C)C)=CC=CC=2N(C)C)CCCCC1.[Cl-].[Li+].[Br-].C([Zn+])(C)C. The catalyst is O1CCCC1. The product is [CH2:36]([C:2]1[C:3]2[C:7]([CH:8]=[CH:9][CH:10]=1)=[N:6][N:5]1[C:11]([CH:16]3[CH2:17][CH2:18][N:19]([C:22]([O:24][C:25]([CH3:28])([CH3:27])[CH3:26])=[O:23])[CH2:20][CH2:21]3)=[CH:12][C:13](=[O:15])[NH:14][C:4]=21)[CH:37]([CH3:42])[CH3:38]. The yield is 0.470. (3) The reactants are Cl[CH2:2][C:3]([NH:5][C:6]1[CH:27]=[CH:26][C:9]2[N:10]=[C:11]([NH:14][CH:15]3[C:23]4[C:18](=[CH:19][CH:20]=[CH:21][C:22]=4[O:24][CH3:25])[CH2:17][CH2:16]3)[O:12][CH2:13][C:8]=2[CH:7]=1)=[O:4].[CH3:28][N:29]1[CH2:34][CH2:33][NH:32][CH2:31][CH:30]1[CH2:35][OH:36].C(N(C(C)C)CC)(C)C. The catalyst is C(#N)C. The product is [OH:36][CH2:35][CH:30]1[N:29]([CH3:28])[CH2:34][CH2:33][N:32]([CH2:2][C:3]([NH:5][C:6]2[CH:27]=[CH:26][C:9]3[N:10]=[C:11]([NH:14][CH:15]4[C:23]5[C:18](=[CH:19][CH:20]=[CH:21][C:22]=5[O:24][CH3:25])[CH2:17][CH2:16]4)[O:12][CH2:13][C:8]=3[CH:7]=2)=[O:4])[CH2:31]1. The yield is 0.670. (4) The reactants are C([N:8]1[CH2:25][CH:24]([CH2:26][OH:27])[O:23][C:10]2([CH2:15][CH2:14][N:13]([C:16]([O:18][C:19]([CH3:22])([CH3:21])[CH3:20])=[O:17])[CH2:12][CH2:11]2)[CH2:9]1)C1C=CC=CC=1.C([O-])=O.[NH4+]. The catalyst is CO.[OH-].[OH-].[Pd+2]. The product is [OH:27][CH2:26][CH:24]1[O:23][C:10]2([CH2:11][CH2:12][N:13]([C:16]([O:18][C:19]([CH3:21])([CH3:20])[CH3:22])=[O:17])[CH2:14][CH2:15]2)[CH2:9][NH:8][CH2:25]1. The yield is 0.900.